This data is from Catalyst prediction with 721,799 reactions and 888 catalyst types from USPTO. The task is: Predict which catalyst facilitates the given reaction. (1) Reactant: [CH2:1]([O:5][C:6]1[CH:11]=[C:10](Cl)[N:9]=[CH:8][N:7]=1)[C:2]#[C:3][CH3:4].C(=O)([O-])[O-].[K+].[K+].Cl.[CH3:20][CH:21]1[CH:25]([CH3:26])[CH2:24][NH:23][CH2:22]1.[Cl-].[NH4+]. Product: [CH2:1]([O:5][C:6]1[CH:11]=[C:10]([N:23]2[CH2:24][CH:25]([CH3:26])[CH:21]([CH3:20])[CH2:22]2)[N:9]=[CH:8][N:7]=1)[C:2]#[C:3][CH3:4]. The catalyst class is: 10. (2) Reactant: C([O:3][C:4](=O)[CH2:5][C:6]1[N:10]([CH2:11][C:12]2[CH:17]=[CH:16][C:15](F)=[CH:14][C:13]=2[Cl:19])[C:9]([C:20]2[N:21]=[N:22][N:23]([CH2:28][C:29]3[CH:34]=[C:33]([C:35]([F:38])([F:37])[F:36])[CH:32]=[C:31]([C:39]([F:42])([F:41])[F:40])[CH:30]=3)[C:24]=2[N:25]([CH3:27])[CH3:26])=[N:8][N:7]=1)C.[Li+].[BH4-].[NH4+].[Cl-]. Product: [F:37][C:35]([F:36])([F:38])[C:33]1[CH:34]=[C:29]([CH:30]=[C:31]([C:39]([F:42])([F:40])[F:41])[CH:32]=1)[CH2:28][N:23]1[C:24]([N:25]([CH3:26])[CH3:27])=[C:20]([C:9]2[N:10]([CH2:11][C:12]3[CH:17]=[CH:16][CH:15]=[CH:14][C:13]=3[Cl:19])[C:6]([CH2:5][CH2:4][OH:3])=[N:7][N:8]=2)[N:21]=[N:22]1. The catalyst class is: 1. (3) Reactant: [Cl:1][C:2]1[CH:7]=[CH:6][CH:5]=[C:4]([Cl:8])[C:3]=1[CH2:9][S:10]([C:13]1[CH:14]=[C:15]2[C:19](=[CH:20][CH:21]=1)[NH:18][C:17](=[O:22])/[C:16]/2=[CH:23]\[C:24]1[NH:28][C:27]([CH3:29])=[C:26]([C:30]([OH:32])=O)[C:25]=1[CH3:33])(=[O:12])=[O:11].C1C=CC2N(O)N=NC=2C=1.CCN=C=NCCCN(C)C.Cl.[NH2:56][CH2:57][CH2:58][N:59]1[CH2:63][CH2:62][CH:61]([NH:64][C:65](=[O:67])[CH3:66])[CH2:60]1. Product: [C:65]([NH:64][CH:61]1[CH2:62][CH2:63][N:59]([CH2:58][CH2:57][NH:56][C:30]([C:26]2[C:25]([CH3:33])=[C:24](/[CH:23]=[C:16]3\[C:17](=[O:22])[NH:18][C:19]4[C:15]\3=[CH:14][C:13]([S:10]([CH2:9][C:3]3[C:2]([Cl:1])=[CH:7][CH:6]=[CH:5][C:4]=3[Cl:8])(=[O:11])=[O:12])=[CH:21][CH:20]=4)[NH:28][C:27]=2[CH3:29])=[O:32])[CH2:60]1)(=[O:67])[CH3:66]. The catalyst class is: 3. (4) Reactant: [Cl:1][C:2]1[CH:3]=[CH:4][C:5]([N+:27]([O-])=O)=[C:6]([NH:8][CH2:9][C:10]2([CH3:26])[CH2:25][CH2:24][CH2:23][C:12]3([O:16][C:15](=[O:17])[N:14]([CH2:18][C:19]([CH3:22])([CH3:21])[CH3:20])[CH2:13]3)[CH2:11]2)[CH:7]=1.[CH:30](O)=O.C(OC)(OC)OC. Product: [Cl:1][C:2]1[CH:3]=[CH:4][C:5]2[N:27]=[CH:30][N:8]([CH2:9][C:10]3([CH3:26])[CH2:25][CH2:24][CH2:23][C:12]4([O:16][C:15](=[O:17])[N:14]([CH2:18][C:19]([CH3:22])([CH3:21])[CH3:20])[CH2:13]4)[CH2:11]3)[C:6]=2[CH:7]=1. The catalyst class is: 415.